This data is from NCI-60 drug combinations with 297,098 pairs across 59 cell lines. The task is: Regression. Given two drug SMILES strings and cell line genomic features, predict the synergy score measuring deviation from expected non-interaction effect. Drug 1: CN1CCC(CC1)COC2=C(C=C3C(=C2)N=CN=C3NC4=C(C=C(C=C4)Br)F)OC. Drug 2: C1C(C(OC1N2C=NC3=C2NC=NCC3O)CO)O. Cell line: MOLT-4. Synergy scores: CSS=24.2, Synergy_ZIP=2.81, Synergy_Bliss=10.1, Synergy_Loewe=7.95, Synergy_HSA=10.3.